Task: Predict the reaction yield, written as a fraction of the theoretical maximum amount of product (1.0 means a 100% yield; for example, 0.34 means a 34% yield).. Dataset: Reaction yield outcomes from USPTO patents with 853,638 reactions (1) The reactants are [CH3:1][C:2]([NH:9][S:10]([CH:13]=[CH2:14])(=[O:12])=[O:11])([CH3:8])[CH2:3][C:4]([CH3:7])([CH3:6])[CH3:5].[Cl:15][C:16]1[CH:21]=[CH:20][C:19](OC)=[C:18](I)[CH:17]=1.C(N(CC)CC)C. The catalyst is CN(C)C=O.ClCCl.C([O-])(=O)C.[Pd+2].C([O-])(=O)C.C1(P(C2C=CC=CC=2)C2C=CC=CC=2)C=CC=CC=1. The product is [CH3:8][C:2]([NH:9][S:10](/[CH:13]=[CH:14]/[C:19]1[CH:20]=[CH:21][C:16]([Cl:15])=[CH:17][CH:18]=1)(=[O:12])=[O:11])([CH3:1])[CH2:3][C:4]([CH3:5])([CH3:6])[CH3:7]. The yield is 0.460. (2) The reactants are [S:1]1[CH:5]=[CH:4][CH:3]=[C:2]1[C:6]1[CH:10]=[CH:9][NH:8][N:7]=1.[H-].[Na+].[CH2:13](I)[CH2:14][CH3:15].C(N1C=CC(C2SC=CC=2)=N1)CC. The catalyst is CN(C)C=O.CC(OC)(C)C.O. The product is [CH2:13]([N:7]1[C:6]([C:2]2[S:1][CH:5]=[CH:4][CH:3]=2)=[CH:10][CH:9]=[N:8]1)[CH2:14][CH3:15]. The yield is 0.990. (3) The reactants are [CH:1]1[C:10]2[C:5](=[CH:6][CH:7]=[CH:8][CH:9]=2)[CH:4]=[CH:3][C:2]=1[C:11]([CH2:13][CH2:14][CH2:15][CH2:16][CH2:17][CH2:18][C:19]([OH:21])=O)=[O:12].[NH2:22][C:23]1[CH:28]=[CH:27][CH:26]=[CH:25][C:24]=1[OH:29].[C:30]1(N)C=CC=C[C:31]=1N. No catalyst specified. The product is [OH:29][C:24]1[CH:25]=[CH:26][CH:27]=[CH:28][C:23]=1[NH:22][C:19](=[O:21])[CH2:18][CH2:17][CH2:16][CH2:15][CH2:14][CH2:13][C:11]([C:2]1[CH:1]=[CH:10][C:5]([C:6]2[CH:7]=[CH:8][CH:9]=[CH:31][CH:30]=2)=[CH:4][CH:3]=1)=[O:12]. The yield is 0.390. (4) The reactants are [Cl-].O[NH3+:3].[C:4](=[O:7])([O-])[OH:5].[Na+].[Si]([O:16][CH:17]([C:19]1[CH:24]=[CH:23][C:22]([N:25]2[C:30](=[O:31])[C:29]([CH2:32][C:33]3[CH:38]=[CH:37][C:36]([C:39]4[C:40]([C:45]#[N:46])=[CH:41][CH:42]=[CH:43][CH:44]=4)=[CH:35][CH:34]=3)=[C:28]([CH2:47][CH2:48][CH3:49])[N:27]3[N:50]=[CH:51][N:52]=[C:26]23)=[CH:21][CH:20]=1)[CH3:18])(C(C)(C)C)(C)C. The catalyst is CS(C)=O. The product is [OH:16][CH:17]([C:19]1[CH:24]=[CH:23][C:22]([N:25]2[C:30](=[O:31])[C:29]([CH2:32][C:33]3[CH:34]=[CH:35][C:36]([C:39]4[CH:44]=[CH:43][CH:42]=[CH:41][C:40]=4[C:45]4[NH:46][C:4](=[O:7])[O:5][N:3]=4)=[CH:37][CH:38]=3)=[C:28]([CH2:47][CH2:48][CH3:49])[N:27]3[N:50]=[CH:51][N:52]=[C:26]23)=[CH:21][CH:20]=1)[CH3:18]. The yield is 0.440. (5) The reactants are [CH3:1][O:2][C:3]1[CH:4]=[C:5]2[C:10](=[CH:11][CH:12]=1)[N+:9]([O-])=[CH:8][CH:7]=[CH:6]2.CC(OC(C)=O)=[O:16]. No catalyst specified. The product is [CH3:1][O:2][C:3]1[CH:4]=[C:5]2[C:10](=[CH:11][CH:12]=1)[N:9]=[C:8]([OH:16])[CH:7]=[CH:6]2. The yield is 0.670. (6) The reactants are Cl[C:2]1[C:11]2[C:6](=[CH:7][C:8]([O:14][CH2:15][CH2:16][CH:17]3[CH2:22][CH2:21][N:20]([CH3:23])[CH2:19][CH2:18]3)=[C:9]([O:12][CH3:13])[CH:10]=2)[N:5]=[CH:4][N:3]=1.[F:24][C:25]1[C:33]([OH:34])=[CH:32][CH:31]=[C:30]2[C:26]=1[CH:27]=[CH:28][NH:29]2.C(=O)([O-])[O-].[K+].[K+]. The catalyst is CN(C=O)C. The product is [F:24][C:25]1[C:33]([O:34][C:2]2[C:11]3[C:6](=[CH:7][C:8]([O:14][CH2:15][CH2:16][CH:17]4[CH2:22][CH2:21][N:20]([CH3:23])[CH2:19][CH2:18]4)=[C:9]([O:12][CH3:13])[CH:10]=3)[N:5]=[CH:4][N:3]=2)=[CH:32][CH:31]=[C:30]2[C:26]=1[CH:27]=[CH:28][NH:29]2. The yield is 0.690.